From a dataset of Catalyst prediction with 721,799 reactions and 888 catalyst types from USPTO. Predict which catalyst facilitates the given reaction. (1) Reactant: [F:1][C:2]1[C:7](OS(C(F)(F)F)(=O)=O)=[C:6]([C:16]2[CH:21]=[CH:20][N:19]=[CH:18][CH:17]=2)[CH:5]=[CH:4][CH:3]=1.CC1(C)C(C)(C)OB([C:30]2[CH:47]=[CH:46][C:33]([O:34][CH2:35][C:36]3[CH:45]=[CH:44][C:43]4[C:38](=[CH:39][CH:40]=[CH:41][CH:42]=4)[N:37]=3)=[CH:32][CH:31]=2)O1.C([O-])([O-])=O.[Cs+].[Cs+]. Product: [F:1][C:2]1[C:7]([C:30]2[CH:31]=[CH:32][C:33]([O:34][CH2:35][C:36]3[CH:45]=[CH:44][C:43]4[C:38](=[CH:39][CH:40]=[CH:41][CH:42]=4)[N:37]=3)=[CH:46][CH:47]=2)=[C:6]([C:16]2[CH:21]=[CH:20][N:19]=[CH:18][CH:17]=2)[CH:5]=[CH:4][CH:3]=1. The catalyst class is: 12. (2) Reactant: C(O)(C(F)(F)F)=O.[C:8]12([C:18]3[CH:19]=[C:20]([C:44]4[CH:49]=[CH:48][C:47](/[CH:50]=[CH:51]/[C:52]([O:54]C(C)(C)C)=[O:53])=[CH:46][CH:45]=4)[CH:21]=[CH:22][C:23]=3[O:24][C:25](=[O:43])[CH2:26][CH2:27][CH2:28][CH2:29][CH2:30][CH2:31][CH2:32][CH:33]=[CH:34][CH2:35][CH:36]=[CH:37][CH2:38][CH2:39][CH2:40][CH2:41][CH3:42])[CH2:17][CH:12]3[CH2:13][CH:14]([CH2:16][CH:10]([CH2:11]3)[CH2:9]1)[CH2:15]2. Product: [C:8]12([C:18]3[CH:19]=[C:20]([C:44]4[CH:45]=[CH:46][C:47]([CH:50]=[CH:51][C:52]([OH:54])=[O:53])=[CH:48][CH:49]=4)[CH:21]=[CH:22][C:23]=3[O:24][C:25](=[O:43])[CH2:26][CH2:27][CH2:28][CH2:29][CH2:30][CH2:31][CH2:32]/[CH:33]=[CH:34]/[CH2:35][CH:36]=[CH:37][CH2:38][CH2:39][CH2:40][CH2:41][CH3:42])[CH2:9][CH:10]3[CH2:11][CH:12]([CH2:13][CH:14]([CH2:16]3)[CH2:15]1)[CH2:17]2. The catalyst class is: 2. (3) Reactant: [CH2:1]([O:8][C:9]1[C:10]([CH2:20][CH:21]=[O:22])=[CH:11][C:12]([Cl:19])=[C:13]2[C:18]=1[N:17]=[CH:16][CH:15]=[CH:14]2)[C:2]1[CH:7]=[CH:6][CH:5]=[CH:4][CH:3]=1.[N:23]1([CH2:28][C:29]2[CH:30]=[C:31]([Mg]Br)[CH:32]=[CH:33][CH:34]=2)[CH2:27][CH2:26][CH2:25][CH2:24]1. Product: [CH2:1]([O:8][C:9]1[C:10]([CH2:20][CH:21]([C:31]2[CH:32]=[CH:33][CH:34]=[C:29]([CH2:28][N:23]3[CH2:24][CH2:25][CH2:26][CH2:27]3)[CH:30]=2)[OH:22])=[CH:11][C:12]([Cl:19])=[C:13]2[C:18]=1[N:17]=[CH:16][CH:15]=[CH:14]2)[C:2]1[CH:7]=[CH:6][CH:5]=[CH:4][CH:3]=1. The catalyst class is: 7. (4) Reactant: C(N(CC)CC)C.Cl.O(N)C.ClC[C:14]1[N:15](CC(O)(C)C)[C:16]2[C:25]3[CH:24]=[CH:23][CH:22]=[CH:21][C:20]=3[N:19]=[C:18]([NH2:26])[C:17]=2[N:27]=1.O. Product: [NH:15]1[C:16]2[C:25]3[CH:24]=[CH:23][CH:22]=[CH:21][C:20]=3[N:19]=[C:18]([NH2:26])[C:17]=2[N:27]=[CH:14]1. The catalyst class is: 3. (5) Reactant: [CH3:1][O:2][C:3](=[O:46])[CH2:4][CH:5]([O:38][Si:39]([C:42]([CH3:45])([CH3:44])[CH3:43])([CH3:41])[CH3:40])[C:6]([CH3:37])([CH3:36])[C:7](=[O:35])[CH:8]([CH3:34])[CH:9]([OH:33])[CH:10]([CH3:32])[CH2:11][CH2:12][CH2:13][C:14]([CH3:31])=[CH:15][CH2:16][CH:17]([O:27][C:28](=[O:30])[CH3:29])[C:18]([CH3:26])=[CH:19][C:20]1[N:21]=[C:22]([CH3:25])[S:23][CH:24]=1.N1C=CN=C1.[CH2:52]([Si:54](Cl)([CH2:57][CH3:58])[CH2:55][CH3:56])[CH3:53]. Product: [CH3:1][O:2][C:3](=[O:46])[CH2:4][CH:5]([O:38][Si:39]([C:42]([CH3:44])([CH3:43])[CH3:45])([CH3:41])[CH3:40])[C:6]([CH3:36])([CH3:37])[C:7](=[O:35])[CH:8]([CH3:34])[CH:9]([O:33][Si:54]([CH2:57][CH3:58])([CH2:55][CH3:56])[CH2:52][CH3:53])[CH:10]([CH3:32])[CH2:11][CH2:12][CH2:13][C:14]([CH3:31])=[CH:15][CH2:16][CH:17]([O:27][C:28](=[O:30])[CH3:29])[C:18]([CH3:26])=[CH:19][C:20]1[N:21]=[C:22]([CH3:25])[S:23][CH:24]=1. The catalyst class is: 3. (6) Reactant: [O:1]1[C:5]2[CH:6]=[CH:7][C:8]([S:10]([N:13]([CH2:41][CH:42]([CH3:44])[CH3:43])[CH2:14][C@@H:15]([OH:40])[C@@H:16]([NH:28][C:29](=[O:39])[O:30][C@@H:31]3[C@H:38]4[C@H:34]([O:35][CH2:36][CH2:37]4)[O:33][CH2:32]3)[CH2:17][C:18]3[CH:23]=[CH:22][C:21]([O:24][CH2:25][CH2:26][NH2:27])=[CH:20][CH:19]=3)(=[O:12])=[O:11])=[CH:9][C:4]=2[O:3][CH2:2]1.C(N(CC)C(C)C)(C)C.[C:54](Cl)(=[O:56])[CH3:55]. Product: [O:1]1[C:5]2[CH:6]=[CH:7][C:8]([S:10]([N:13]([CH2:41][CH:42]([CH3:44])[CH3:43])[CH2:14][C@@H:15]([OH:40])[C@@H:16]([NH:28][C:29](=[O:39])[O:30][C@@H:31]3[C@H:38]4[C@H:34]([O:35][CH2:36][CH2:37]4)[O:33][CH2:32]3)[CH2:17][C:18]3[CH:23]=[CH:22][C:21]([O:24][CH2:25][CH2:26][NH:27][C:54](=[O:56])[CH3:55])=[CH:20][CH:19]=3)(=[O:12])=[O:11])=[CH:9][C:4]=2[O:3][CH2:2]1. The catalyst class is: 76. (7) Reactant: [CH2:1]1[C:5]2([CH2:10][CH2:9][C:8]([CH2:11][OH:12])=[CH:7][CH2:6]2)[CH2:4][CH2:3][CH2:2]1.O1CCCC1.[H][H]. Product: [CH2:1]1[C:5]2([CH2:10][CH2:9][CH:8]([CH2:11][OH:12])[CH2:7][CH2:6]2)[CH2:4][CH2:3][CH2:2]1. The catalyst class is: 352. (8) Reactant: [C:1]([NH:5][C:6]([C:8]1[CH:12]=[C:11]([C:13]2[CH:18]=[CH:17][C:16]([C:19]#N)=[CH:15][N:14]=2)[N:10]([C:21]2[CH:22]=[N:23][C:24]([O:27][CH3:28])=[CH:25][CH:26]=2)[N:9]=1)=[O:7])([CH3:4])([CH3:3])[CH3:2].[OH-:29].[Na+].[OH2:31].C(Cl)(Cl)Cl. Product: [C:1]([NH:5][C:6]([C:8]1[CH:12]=[C:11]([C:13]2[CH:18]=[CH:17][C:16]([C:19]([OH:31])=[O:29])=[CH:15][N:14]=2)[N:10]([C:21]2[CH:22]=[N:23][C:24]([O:27][CH3:28])=[CH:25][CH:26]=2)[N:9]=1)=[O:7])([CH3:4])([CH3:3])[CH3:2]. The catalyst class is: 111.